From a dataset of Full USPTO retrosynthesis dataset with 1.9M reactions from patents (1976-2016). Predict the reactants needed to synthesize the given product. Given the product [CH:1]1[C:10]2[C:5](=[CH:6][CH:7]=[CH:8][CH:9]=2)[CH:4]=[CH:3][C:2]=1[C:11]([CH2:25][CH2:24][O:23][CH:22]=[CH2:21])=[O:13], predict the reactants needed to synthesize it. The reactants are: [CH:1]1[C:10]2[C:5](=[CH:6][CH:7]=[CH:8][CH:9]=2)[CH:4]=[CH:3][C:2]=1[C:11]([OH:13])=O.C(=O)([O-])[O-].[K+].[K+].Cl[CH2:21][CH2:22][O:23][CH:24]=[CH2:25].CO.